This data is from Forward reaction prediction with 1.9M reactions from USPTO patents (1976-2016). The task is: Predict the product of the given reaction. (1) Given the reactants C[O:2][C:3](=[O:24])[CH:4]([N:13]1[C:17]([CH3:18])=[C:16]([Cl:19])[C:15]([C:20]([F:23])([F:22])[F:21])=[N:14]1)[C:5]1[CH:10]=[CH:9][CH:8]=[C:7]([O:11][CH3:12])[CH:6]=1.[Li+].[OH-], predict the reaction product. The product is: [Cl:19][C:16]1[C:15]([C:20]([F:22])([F:21])[F:23])=[N:14][N:13]([CH:4]([C:5]2[CH:10]=[CH:9][CH:8]=[C:7]([O:11][CH3:12])[CH:6]=2)[C:3]([OH:24])=[O:2])[C:17]=1[CH3:18]. (2) The product is: [CH3:23][S:24]([O:10][CH2:9][CH2:8][CH2:7][CH:6]=[CH:5][CH2:4][CH2:3][C:2]([F:15])([F:1])[C:11]([F:12])([F:13])[F:14])(=[O:26])=[O:25]. Given the reactants [F:1][C:2]([F:15])([C:11]([F:14])([F:13])[F:12])[CH2:3][CH2:4][CH:5]=[CH:6][CH2:7][CH2:8][CH2:9][OH:10].C(N(CC)CC)C.[CH3:23][S:24](Cl)(=[O:26])=[O:25], predict the reaction product.